From a dataset of Catalyst prediction with 721,799 reactions and 888 catalyst types from USPTO. Predict which catalyst facilitates the given reaction. (1) Reactant: IC1C=CC=CC=1[NH2:4].C(=O)C1C=CC=CC=1.[C:17]1([C:23]#[C:24][C:25]([OH:27])=O)[CH:22]=[CH:21][CH:20]=[CH:19][CH:18]=1.N#[C-]. Product: [C:17]1([C:23]#[C:24][C:25]([NH2:4])=[O:27])[CH:22]=[CH:21][CH:20]=[CH:19][CH:18]=1. The catalyst class is: 5. (2) Reactant: C(N(CC)CC)C.Cl.[NH2:9][CH2:10][C:11]1[CH:19]=[CH:18][CH:17]=[C:16]2[C:12]=1[CH2:13][N:14]([CH:21]1[CH2:26][CH2:25][C:24](=[O:27])[NH:23][C:22]1=[O:28])[C:15]2=[O:20].[C:29]1([CH3:38])[CH:34]=[CH:33][CH:32]=[C:31]([C:35](Cl)=[O:36])[CH:30]=1. Product: [O:28]=[C:22]1[CH:21]([N:14]2[CH2:13][C:12]3[C:16](=[CH:17][CH:18]=[CH:19][C:11]=3[CH2:10][NH:9][C:35](=[O:36])[C:31]3[CH:32]=[CH:33][CH:34]=[C:29]([CH3:38])[CH:30]=3)[C:15]2=[O:20])[CH2:26][CH2:25][C:24](=[O:27])[NH:23]1. The catalyst class is: 1. (3) Reactant: [CH:1]1([NH:7][CH:8]2[CH2:13][CH2:12][CH2:11][CH2:10][CH2:9]2)[CH2:6][CH2:5][CH2:4][CH2:3][CH2:2]1.[Cl:14][CH:15]1[C:17](Cl)(Cl)[C:16]1(Cl)Cl. Product: [Cl-:14].[CH:8]1([N:7]([CH:1]2[CH2:2][CH2:3][CH2:4][CH2:5][CH2:6]2)[C:16]2[CH2+:15]([Cl:14])[C:17]=2[N:7]([CH:8]2[CH2:9][CH2:10][CH2:11][CH2:12][CH2:13]2)[CH:1]2[CH2:6][CH2:5][CH2:4][CH2:3][CH2:2]2)[CH2:9][CH2:10][CH2:11][CH2:12][CH2:13]1. The catalyst class is: 2. (4) Reactant: [CH3:1][C:2]1([CH3:16])[C:6]([CH3:8])([CH3:7])[O:5][B:4]([C:9]2[CH:10]=[C:11]([CH:13]=[CH:14][CH:15]=2)[NH2:12])[O:3]1.[CH2:17]([N:19]([CH2:22]C)CC)C.ClC(Cl)([O:27]C(=O)OC(Cl)(Cl)Cl)Cl.CN. Product: [CH3:17][NH:19][C:22]([NH:12][C:11]1[CH:13]=[CH:14][CH:15]=[C:9]([B:4]2[O:3][C:2]([CH3:16])([CH3:1])[C:6]([CH3:7])([CH3:8])[O:5]2)[CH:10]=1)=[O:27]. The catalyst class is: 4. (5) Reactant: [CH3:1][C:2]1([CH3:9])[C:4]([CH3:6])([CH3:5])[CH:3]1[CH2:7][OH:8].CC(C)([O-])C.[K+].[Cl:16][C:17]1[C:18](F)=[CH:19][C:20]([F:30])=[C:21]([CH:29]=1)[C:22]([NH:24][S:25]([CH3:28])(=[O:27])=[O:26])=[O:23]. Product: [Cl:16][C:17]1[C:18]([O:8][CH2:7][CH:3]2[C:4]([CH3:6])([CH3:5])[C:2]2([CH3:9])[CH3:1])=[CH:19][C:20]([F:30])=[C:21]([CH:29]=1)[C:22]([NH:24][S:25]([CH3:28])(=[O:26])=[O:27])=[O:23]. The catalyst class is: 16. (6) Reactant: [CH2:1]([O:3][C:4]([C:6]1[O:7][C:8]2[C:13]([C:14](=[O:16])[CH:15]=1)=[CH:12][C:11]([OH:17])=[CH:10][C:9]=2[Br:18])=[O:5])[CH3:2].S(OCC)(O[CH2:23][CH3:24])(=O)=O.C([O-])([O-])=O.[K+].[K+].C(OCC)(=O)C. Product: [CH2:1]([O:3][C:4]([C:6]1[O:7][C:8]2[C:13]([C:14](=[O:16])[CH:15]=1)=[CH:12][C:11]([O:17][CH2:23][CH3:24])=[CH:10][C:9]=2[Br:18])=[O:5])[CH3:2]. The catalyst class is: 11. (7) Reactant: [NH2:1][C:2]1[CH:3]=[CH:4][C:5]([O:29][C:30]2[CH:35]=[CH:34][C:33]([F:36])=[CH:32][C:31]=2[F:37])=[C:6]([C:8]2[C:9]3[CH:18]=[CH:17][N:16]([S:19]([C:22]4[CH:28]=[CH:27][C:25]([CH3:26])=[CH:24][CH:23]=4)(=[O:21])=[O:20])[C:10]=3[C:11](=[O:15])[N:12]([CH3:14])[CH:13]=2)[CH:7]=1.[CH2:38]([S:40](Cl)(=[O:42])=[O:41])[CH3:39]. Product: [F:37][C:31]1[CH:32]=[C:33]([F:36])[CH:34]=[CH:35][C:30]=1[O:29][C:5]1[CH:4]=[CH:3][C:2]([N:1]([S:19]([CH2:22][CH3:23])(=[O:21])=[O:20])[S:40]([CH2:38][CH3:39])(=[O:42])=[O:41])=[CH:7][C:6]=1[C:8]1[C:9]2[CH:18]=[CH:17][N:16]([S:19]([C:22]3[CH:23]=[CH:24][C:25]([CH3:26])=[CH:27][CH:28]=3)(=[O:20])=[O:21])[C:10]=2[C:11](=[O:15])[N:12]([CH3:14])[CH:13]=1. The catalyst class is: 4. (8) Reactant: C(N(CC)CC)C.[C:8]([NH:15][C:16]1[CH:21]=[CH:20][C:19]([NH2:22])=[CH:18][CH:17]=1)([O:10][C:11]([CH3:14])([CH3:13])[CH3:12])=[O:9].[CH:23]1[C:35]2[CH:34]([CH2:36][O:37][C:38](Cl)=[O:39])[C:33]3[C:28](=[CH:29][CH:30]=[CH:31][CH:32]=3)[C:27]=2[CH:26]=[CH:25][CH:24]=1. Product: [C:11]([O:10][C:8]([NH:15][C:16]1[CH:17]=[CH:18][C:19]([NH:22][C:38]([O:37][CH2:36][CH:34]2[C:33]3[CH:32]=[CH:31][CH:30]=[CH:29][C:28]=3[C:27]3[C:35]2=[CH:23][CH:24]=[CH:25][CH:26]=3)=[O:39])=[CH:20][CH:21]=1)=[O:9])([CH3:14])([CH3:13])[CH3:12]. The catalyst class is: 23.